This data is from NCI-60 drug combinations with 297,098 pairs across 59 cell lines. The task is: Regression. Given two drug SMILES strings and cell line genomic features, predict the synergy score measuring deviation from expected non-interaction effect. Drug 1: C1CC(=O)NC(=O)C1N2CC3=C(C2=O)C=CC=C3N. Drug 2: C1=NC2=C(N=C(N=C2N1C3C(C(C(O3)CO)O)O)F)N. Cell line: CCRF-CEM. Synergy scores: CSS=27.6, Synergy_ZIP=-4.21, Synergy_Bliss=-6.31, Synergy_Loewe=-42.5, Synergy_HSA=-2.97.